From a dataset of Catalyst prediction with 721,799 reactions and 888 catalyst types from USPTO. Predict which catalyst facilitates the given reaction. Reactant: C(OC([NH:8][CH2:9][C:10]1[CH:11]=[N:12][C:13]([CH2:16][N:17]2[CH2:22][CH2:21][CH2:20][CH2:19][CH2:18]2)=[CH:14][CH:15]=1)=O)(C)(C)C.Cl. Product: [NH2:8][CH2:9][C:10]1[CH:15]=[CH:14][C:13]([CH2:16][N:17]2[CH2:22][CH2:21][CH2:20][CH2:19][CH2:18]2)=[N:12][CH:11]=1. The catalyst class is: 5.